From a dataset of NCI-60 drug combinations with 297,098 pairs across 59 cell lines. Regression. Given two drug SMILES strings and cell line genomic features, predict the synergy score measuring deviation from expected non-interaction effect. (1) Drug 1: CC1=CC2C(CCC3(C2CCC3(C(=O)C)OC(=O)C)C)C4(C1=CC(=O)CC4)C. Drug 2: CC1=C(C(=O)C2=C(C1=O)N3CC4C(C3(C2COC(=O)N)OC)N4)N. Cell line: HCT116. Synergy scores: CSS=44.3, Synergy_ZIP=1.75, Synergy_Bliss=1.47, Synergy_Loewe=-36.8, Synergy_HSA=2.92. (2) Cell line: SNB-19. Drug 2: C1=NC2=C(N1)C(=S)N=CN2. Synergy scores: CSS=7.43, Synergy_ZIP=-4.84, Synergy_Bliss=-3.00, Synergy_Loewe=-7.84, Synergy_HSA=-4.43. Drug 1: C1=CC(=CC=C1CC(C(=O)O)N)N(CCCl)CCCl.Cl. (3) Drug 1: CC1OCC2C(O1)C(C(C(O2)OC3C4COC(=O)C4C(C5=CC6=C(C=C35)OCO6)C7=CC(=C(C(=C7)OC)O)OC)O)O. Drug 2: C1CC(=O)NC(=O)C1N2C(=O)C3=CC=CC=C3C2=O. Cell line: SK-MEL-5. Synergy scores: CSS=14.8, Synergy_ZIP=-8.77, Synergy_Bliss=-4.86, Synergy_Loewe=-23.8, Synergy_HSA=-5.65. (4) Drug 1: CC=C1C(=O)NC(C(=O)OC2CC(=O)NC(C(=O)NC(CSSCCC=C2)C(=O)N1)C(C)C)C(C)C. Drug 2: CC1=C(C(=CC=C1)Cl)NC(=O)C2=CN=C(S2)NC3=CC(=NC(=N3)C)N4CCN(CC4)CCO. Cell line: MOLT-4. Synergy scores: CSS=45.5, Synergy_ZIP=0.145, Synergy_Bliss=-2.18, Synergy_Loewe=-35.1, Synergy_HSA=-5.27. (5) Drug 1: CC12CCC3C(C1CCC2O)C(CC4=C3C=CC(=C4)O)CCCCCCCCCS(=O)CCCC(C(F)(F)F)(F)F. Synergy scores: CSS=57.0, Synergy_ZIP=5.01, Synergy_Bliss=3.73, Synergy_Loewe=-20.4, Synergy_HSA=4.28. Cell line: A549. Drug 2: CC1CCCC2(C(O2)CC(NC(=O)CC(C(C(=O)C(C1O)C)(C)C)O)C(=CC3=CSC(=N3)C)C)C.